This data is from Full USPTO retrosynthesis dataset with 1.9M reactions from patents (1976-2016). The task is: Predict the reactants needed to synthesize the given product. Given the product [CH2:3]([O:10][C:11]1[C:16]([CH2:17][N:18]2[CH2:27][CH2:26][C:25]3[C:20](=[C:21]([Cl:39])[C:22]([CH:29]([CH:34]4[CH2:38][CH2:37][O:36][CH2:35]4)[CH2:30][OH:31])=[CH:23][C:24]=3[Cl:28])[C:19]2=[O:40])=[C:15]([CH3:41])[CH:14]=[C:13]([CH3:42])[N:12]=1)[C:4]1[CH:5]=[CH:6][CH:7]=[CH:8][CH:9]=1, predict the reactants needed to synthesize it. The reactants are: [BH4-].[Li+].[CH2:3]([O:10][C:11]1[C:16]([CH2:17][N:18]2[CH2:27][CH2:26][C:25]3[C:20](=[C:21]([Cl:39])[C:22]([CH:29]([CH:34]4[CH2:38][CH2:37][O:36][CH2:35]4)[C:30](OC)=[O:31])=[CH:23][C:24]=3[Cl:28])[C:19]2=[O:40])=[C:15]([CH3:41])[CH:14]=[C:13]([CH3:42])[N:12]=1)[C:4]1[CH:9]=[CH:8][CH:7]=[CH:6][CH:5]=1.